From a dataset of Experimentally validated miRNA-target interactions with 360,000+ pairs, plus equal number of negative samples. Binary Classification. Given a miRNA mature sequence and a target amino acid sequence, predict their likelihood of interaction. (1) The miRNA is hsa-miR-519e-5p with sequence UUCUCCAAAAGGGAGCACUUUC. The protein sequence of the target gene is MTKNEKKSLNQSLAEWKLFIYNPTTGEFLGRTAKSWGLILLFYLVFYGFLAALFSFTMWVMLQTLNDEVPKYRDQIPSPGLMVFPKPVTALEYTFSRSDPTSYAGYIEDLKKFLKPYTLEEQKNLTVCPDGALFEQKGPVYVACQFPISLLQACSGMNDPDFGYSQGNPCILVKMNRIIGLKPEGVPRIDCVSKNEDIPNVAVYPHNGMIDLKYFPYYGKKLHVGYLQPLVAVQVSFAPNNTGKEVTVECKIDGSANLKSQDDRDKFLGRVMFKITARA. Result: 1 (interaction). (2) The miRNA is mmu-miR-3618-3p with sequence CUACAUUAAUGAAAAGAGCAAU. Result: 0 (no interaction). The protein sequence of the target gene is MSVLLRSGLGPLCAVARAAIPFIWRGKYFSSGNEPAENPVTPMLRHLMYKIKSTGPITVAEYMKEVLTNPAKGYYVYRDMLGEKGDFITSPEISQIFGELLGIWFISEWMATGKSTAFQLVELGPGRGTLVGDILRVFTQLGSVLKNCDISVHLVEVSQKLSEIQALTLTKEKVPLERNAGSPVYMKGVTKSGIPISWYRDLHDVPKGYSFYLAHEFFDVLPVHKFQKTPQGWREVFVDIDPQVSDKLRFVLAPSATPAEAFIQHDETRDHVEVCPDAGVIIEELSQRIALTGGAALVAD.... (3) The miRNA is hsa-miR-940 with sequence AAGGCAGGGCCCCCGCUCCCC. The protein sequence of the target gene is MKDCEYQQISPGAAPLPASPGARRPGPAASPTPGPGPAPPAAPAPPRWSSSGSGSGSGSGSLGRRPRRKWEVFPGRNRFYCGGRLMLAGHGGVFALTLLLILTTTGLFFVFDCPYLARKLTLAIPIIAAILFFFVMSCLLQTSFTDPGILPRATVCEAAALEKQIDNTGSSTYRPPPRTREVLINGQMVKLKYCFTCKMFRPPRTSHCSVCDNCVERFDHHCPWVGNCVGRRNYRFFYAFILSLSFLTAFIFACVVTHLTLRAQGSNFLSTLKETPASVLELVICFFSIWSILGLSGFHT.... Result: 1 (interaction). (4) The miRNA is hsa-miR-23b-5p with sequence UGGGUUCCUGGCAUGCUGAUUU. The protein sequence of the target gene is MGPGGRVARLLAPLMWRRAVSSVAGSAVGAEPGLRLLAVQRLPVGAAFCRACQTPNFVRGLHSEPGLEERAEGTVNEGRPESDAADHTGPKFDIDMMVSLLRQENARDICVIQVPPEMRYTDYFVIVSGTSTRHLHAMAFYVVKMYKHLKCKRDPHVKIEGKDTDDWLCVDFGSMVIHLMLPETREIYELEKLWTLRSYDDQLAQIAPETVPEDFILGIEDDTSSVTPVELKCE. Result: 0 (no interaction). (5) The miRNA is hsa-miR-548aj-3p with sequence UAAAAACUGCAAUUACUUUUA. The protein sequence of the target gene is MVMADGPRHLQRGPVRVGFYDIEGTLGKGNFAVVKLGRHRITKTEVAIKIIDKSQLDAVNLEKIYREVQIMKMLDHPHIIKLYQVMETKSMLYLVTEYAKNGEIFDYLANHGRLNESEARRKFWQILSAVDYCHGRKIVHRDLKAENLLLDNNMNIKIADFGFGNFFKSGELLATWCGSPPYAAPEVFEGQQYEGPQLDIWSMGVVLYVLVCGALPFDGPTLPILRQRVLEGRFRIPYFMSEDCEHLIRRMLVLDPSKRLTIAQIKEHKWMLIEVPVQRPVLYPQEQENEPSIGEFNEQV.... Result: 0 (no interaction). (6) The miRNA is hsa-miR-6838-5p with sequence AAGCAGCAGUGGCAAGACUCCU. The protein sequence of the target gene is MHHRMNEMNLSPVGMEQLTSSSVSNALPVSGSHLGLAASPTHSAIPAPGLPVAIPNLGPSLSSLPSALSLMLPMGIGDRGVMCGLPERNYTLPPPPYPHLESSYFRTILPGILSYLADRPPPQYIHPNSINVDGNTALSITNNPSALDPYQSNGNVGLEPGIVSIDSRSVNTHGAQSLHPSDGHEVALDTAITMENVSRVTSPISTDGMAEELTMDGVAGEHSQIPNGSRSHEPLSVDSVSNNLAADAVGHGGVIPMHGNGLELPVVMETDHIASRVNGMSDSALSDSIHTVAMSTNSVS.... Result: 1 (interaction). (7) The miRNA is hsa-miR-7-1-3p with sequence CAACAAAUCACAGUCUGCCAUA. The protein sequence of the target gene is MPPWAAALALLLAALALLLLRPWKRAVGARTSVRDHEEQEVASGGPADQFSDRREALPGGCSLICKPSALAQCLLRALRRSAALEPSPRSWLSGPHLQTFCHFILPVGPGPELAREYLQLADDGLVALDWVIGPCARGRRVTNPGSLPPVLLVIPNAWGRLTRNVLGLCLLALERGYYPVIFHRRGHHGCPLVSPRLQPFGDPSDLKEAVTYIRFRHPAAPLFAVSEGSGSALLLSYLGECGSSSYVTGAACISPVLRCREWFEAGLPWPYERGFLLHQKISLSRYASALEDTVDTGKLF.... Result: 0 (no interaction). (8) The miRNA is rno-miR-290 with sequence UCUCAAACUAUGGGGGCA. The protein sequence of the target gene is MAVDSAMELLFLDTFKHPSAEQSSHIDVVRFPCVVYINEVRVIPPGVRAHSSLPDNRAYGETSPHTFQLDLFFNNVSKPSAPVFDRLGSLEYDENTSIIFRPNSKVNTDGLVLRGWYNCLTLAIYGSVDRVISHDRDSPPPPPPPPPPPQPQPSLKRNPKHADGEKEDQFNGSPPRPQPRGPRTPPGPPPPDDDEDDPVPLPVSGDKEEDAPHREDYFEPISPDRNSVPQEGQYSDEGEVEEEQQEEGEEDEDDVDVEEEEDEDEDDRRTVDSIPEEEEEDEEEEGEEDEEGEGDDGYEQ.... Result: 0 (no interaction). (9) The miRNA is mmu-miR-574-5p with sequence UGAGUGUGUGUGUGUGAGUGUGU. The protein sequence of the target gene is MRLLTRRAGHGAATLALRVIHMQRVPVLRLPAILDMERKIPSRESPRRLSAKPGRGTEMKKLARPLGVVAADSDKDSGFSDGSSECLSSAEQMESEDMLSALGCKREDKRRQPSKAADTALPTLPPMVVMKSVLVKQGSSSSQLQSWTVQPSFEVISAQPQLFVLHPPVPSPVSSCQTGEKKSESRNYLPILNSYTKIAPHPGKRGLNSEDRGTSGVSKKLCTERPGPSLSSSEPAKTGRVLSSPSTPAPPSSKLTEDSTLQGVPSLGAGGSPQTLQPVSSSHVAKAPSLTLASPASPVC.... Result: 0 (no interaction).